This data is from Full USPTO retrosynthesis dataset with 1.9M reactions from patents (1976-2016). The task is: Predict the reactants needed to synthesize the given product. (1) Given the product [N:50]1[C:51]2[C:46](=[CH:45][C:44]([CH2:43][C:42]3[N:38]4[N:39]=[C:34]([C:32]5[CH:31]=[N:30][N:29]([CH3:28])[CH:33]=5)[CH:35]=[N:36][C:37]4=[N:40][N:41]=3)=[CH:53][CH:52]=2)[CH:47]=[CH:48][CH:49]=1, predict the reactants needed to synthesize it. The reactants are: C1(C2N=NC(NNC(=O)CC3C=C4C(=CC=3)N=CC=C4)=NC=2)C=CC=CC=1.[CH3:28][N:29]1[CH:33]=[C:32]([C:34]2[N:39]=[N:38][C:37]([NH:40][NH:41][C:42](=O)[CH2:43][C:44]3[CH:45]=[C:46]4[C:51](=[CH:52][CH:53]=3)[N:50]=[CH:49][CH:48]=[CH:47]4)=[N:36][CH:35]=2)[CH:31]=[N:30]1. (2) The reactants are: [F:1][C:2]1[CH:7]=[C:6]([NH2:8])[CH:5]=[CH:4][C:3]=1[NH:9][C:10]1[CH:15]=[CH:14][N:13]=[C:12]2[N:16](COCC[Si](C)(C)C)[CH:17]=[CH:18][C:11]=12.Cl[C:28]1[CH:33]=[C:32]([C:34]2[CH:39]=[CH:38][N:37]=[CH:36][CH:35]=2)[N:31]=[C:30]([NH2:40])[N:29]=1.Cl.[OH-].[Na+]. Given the product [F:1][C:2]1[CH:7]=[C:6]([NH:8][C:28]2[CH:33]=[C:32]([C:34]3[CH:39]=[CH:38][N:37]=[CH:36][CH:35]=3)[N:31]=[C:30]([NH2:40])[N:29]=2)[CH:5]=[CH:4][C:3]=1[NH:9][C:10]1[CH:15]=[CH:14][N:13]=[C:12]2[NH:16][CH:17]=[CH:18][C:11]=12, predict the reactants needed to synthesize it. (3) The reactants are: Cl[CH2:2][CH2:3][CH2:4][O:5][C:6]1[CH:14]=[CH:13][C:9]([C:10]([NH2:12])=[O:11])=[CH:8][CH:7]=1.[C@@H:15]12[CH2:20][C@@H:19]1[CH2:18][CH2:17][NH:16]2.[I-].[Na+]. Given the product [C@@H:15]12[CH2:20][C@@H:19]1[CH2:18][CH2:17][N:16]2[CH2:2][CH2:3][CH2:4][O:5][C:6]1[CH:14]=[CH:13][C:9]([C:10]([NH2:12])=[O:11])=[CH:8][CH:7]=1, predict the reactants needed to synthesize it.